Dataset: Forward reaction prediction with 1.9M reactions from USPTO patents (1976-2016). Task: Predict the product of the given reaction. (1) Given the reactants [CH3:1][N:2]1[C:10]2[C:5](=[CH:6][CH:7]=[CH:8][CH:9]=2)[CH:4]=[C:3]1[C:11]1[S:15][C:14]([NH2:16])=[N:13][CH:12]=1.[Cl:17][C:18]1[CH:26]=[CH:25][CH:24]=[CH:23][C:19]=1[C:20](Cl)=[O:21].CCN(C(C)C)C(C)C, predict the reaction product. The product is: [Cl:17][C:18]1[CH:26]=[CH:25][CH:24]=[CH:23][C:19]=1[C:20]([NH:16][C:14]1[S:15][C:11]([C:3]2[N:2]([CH3:1])[C:10]3[C:5]([CH:4]=2)=[CH:6][CH:7]=[CH:8][CH:9]=3)=[CH:12][N:13]=1)=[O:21]. (2) Given the reactants [Si]([O:8][CH2:9][C@@H:10]([N:19]([CH3:32])[C:20]([NH:22][CH2:23][C:24]1[CH:29]=[CH:28][CH:27]=[C:26]([F:30])[C:25]=1[Cl:31])=[O:21])[CH2:11][C@@H:12]1[CH2:16][O:15][C:14]([CH3:18])([CH3:17])[O:13]1)(C(C)(C)C)(C)C.[F-].C([N+](CCCC)(CCCC)CCCC)CCC.[NH4+].[Cl-], predict the reaction product. The product is: [Cl:31][C:25]1[C:26]([F:30])=[CH:27][CH:28]=[CH:29][C:24]=1[CH2:23][NH:22][C:20](=[O:21])[N:19]([C@H:10]([CH2:9][OH:8])[CH2:11][C@@H:12]1[CH2:16][O:15][C:14]([CH3:18])([CH3:17])[O:13]1)[CH3:32]. (3) Given the reactants [CH2:1]([O:3][P:4]([CH2:9][C:10]([OH:12])=O)([O:6][CH2:7][CH3:8])=[O:5])[CH3:2].C(Cl)(=O)C([Cl:16])=O.CN(C=O)C, predict the reaction product. The product is: [Cl:16][C:10](=[O:12])[CH2:9][P:4](=[O:5])([O:6][CH2:7][CH3:8])[O:3][CH2:1][CH3:2]. (4) Given the reactants [CH3:1][C:2]1[CH:7]=[CH:6][C:5]([CH2:8][C:9]([OH:11])=O)=[CH:4][CH:3]=1.Cl.[CH2:13]([O:17][C:18](=[O:22])[CH:19]([CH3:21])[NH2:20])[CH:14]([CH3:16])[CH3:15], predict the reaction product. The product is: [CH2:13]([O:17][C:18](=[O:22])[CH:19]([CH3:21])[NH:20][C:9](=[O:11])[CH2:8][C:5]1[CH:4]=[CH:3][C:2]([CH3:1])=[CH:7][CH:6]=1)[CH:14]([CH3:16])[CH3:15].